Predict which catalyst facilitates the given reaction. From a dataset of Catalyst prediction with 721,799 reactions and 888 catalyst types from USPTO. Reactant: CS([C:5]1[C:6]2[N:7]([C:11]([C:14]3[CH:19]=[CH:18][C:17]([O:20][CH3:21])=[CH:16][CH:15]=3)=[CH:12][N:13]=2)[CH:8]=[CH:9][N:10]=1)(=O)=O.OC(C(F)(F)F)=O.[NH2:29][CH2:30][C:31]1[CH:32]=[C:33]([S:37]([NH2:40])(=[O:39])=[O:38])[CH:34]=[CH:35][CH:36]=1.CCN(C(C)C)C(C)C. Product: [CH3:21][O:20][C:17]1[CH:16]=[CH:15][C:14]([C:11]2[N:7]3[CH:8]=[CH:9][N:10]=[C:5]([NH:29][CH2:30][C:31]4[CH:32]=[C:33]([S:37]([NH2:40])(=[O:38])=[O:39])[CH:34]=[CH:35][CH:36]=4)[C:6]3=[N:13][CH:12]=2)=[CH:19][CH:18]=1. The catalyst class is: 296.